From a dataset of Reaction yield outcomes from USPTO patents with 853,638 reactions. Predict the reaction yield, written as a fraction of the theoretical maximum amount of product (1.0 means a 100% yield; for example, 0.34 means a 34% yield). (1) The yield is 0.520. The reactants are [CH3:1][C:2]1[NH:3][CH:4]=[CH:5][N:6]=1.[OH-].[Na+].Cl.Cl[CH:11]([CH3:14])[CH2:12][NH2:13].O. The catalyst is CN(C=O)C. The product is [CH3:1][C:2]1[N:3]([CH2:14][CH2:11][CH2:12][NH2:13])[CH:4]=[CH:5][N:6]=1. (2) The reactants are O[CH2:2][C:3]1[CH:12]=[N:11][C:10]2[N:9]3[CH2:13][CH2:14][CH2:15][CH2:16][C@H:8]3[C:7](=[O:17])[NH:6][C:5]=2[CH:4]=1.[I-].C(C[P+](C)(C)C)#N.C(N(C(C)C)C(C)C)C.Cl.[Cl:36][C:37]1[CH:42]=[CH:41][C:40]([CH:43]2[CH2:48][CH2:47][NH:46][CH2:45][CH2:44]2)=[CH:39][CH:38]=1. The catalyst is C(#N)CC. The product is [Cl:36][C:37]1[CH:42]=[CH:41][C:40]([CH:43]2[CH2:44][CH2:45][N:46]([CH2:2][C:3]3[CH:12]=[N:11][C:10]4[N:9]5[CH2:13][CH2:14][CH2:15][CH2:16][C@H:8]5[C:7](=[O:17])[NH:6][C:5]=4[CH:4]=3)[CH2:47][CH2:48]2)=[CH:39][CH:38]=1. The yield is 0.125.